From a dataset of Full USPTO retrosynthesis dataset with 1.9M reactions from patents (1976-2016). Predict the reactants needed to synthesize the given product. Given the product [CH3:1][O:2][C:3](=[O:39])[CH2:4][CH2:5][C:6]1([C:30]([CH3:38])([CH3:37])[O:31][SiH2:32][C:33]([CH3:35])([CH3:34])[CH3:36])[O:10][N:9]=[C:8]([C:11]2[CH:16]=[CH:15][C:14]([O:17][CH2:18][C:19]3[C:28]4[C:23](=[CH:24][CH:25]=[CH:26][CH:27]=4)[N:22]=[C:21]([CH3:29])[CH:20]=3)=[CH:13][CH:12]=2)[CH2:7]1, predict the reactants needed to synthesize it. The reactants are: [CH3:1][O:2][C:3](=[O:39])[CH:4]=[CH:5][C:6]1([C:30]([CH3:38])([CH3:37])[O:31][SiH2:32][C:33]([CH3:36])([CH3:35])[CH3:34])[O:10][N:9]=[C:8]([C:11]2[CH:16]=[CH:15][C:14]([O:17][CH2:18][C:19]3[C:28]4[C:23](=[CH:24][CH:25]=[CH:26][CH:27]=4)[N:22]=[C:21]([CH3:29])[CH:20]=3)=[CH:13][CH:12]=2)[CH2:7]1.